This data is from Full USPTO retrosynthesis dataset with 1.9M reactions from patents (1976-2016). The task is: Predict the reactants needed to synthesize the given product. (1) Given the product [NH2:30][C:28]1[N:27]=[CH:26][N:25]=[C:24]2[N:23]([CH:31]3[CH2:36][CH2:35][N:34]([CH3:37])[CH2:33][CH2:32]3)[N:22]=[C:21]([C:18]3[CH:19]=[CH:20][C:15]([NH:14][C:9](=[O:10])[C:6]4[CH:7]=[CH:8][C:3]([C:2]([F:13])([F:12])[F:1])=[CH:4][CH:5]=4)=[C:16]([O:38][CH3:39])[CH:17]=3)[C:29]=12, predict the reactants needed to synthesize it. The reactants are: [F:1][C:2]([F:13])([F:12])[C:3]1[CH:8]=[CH:7][C:6]([C:9](Cl)=[O:10])=[CH:5][CH:4]=1.[NH2:14][C:15]1[CH:20]=[CH:19][C:18]([C:21]2[C:29]3[C:24](=[N:25][CH:26]=[N:27][C:28]=3[NH2:30])[N:23]([CH:31]3[CH2:36][CH2:35][N:34]([CH3:37])[CH2:33][CH2:32]3)[N:22]=2)=[CH:17][C:16]=1[O:38][CH3:39]. (2) Given the product [Br:1][CH2:2][CH2:3][CH2:4][CH2:5][CH2:6][CH2:7][CH2:8][CH2:9][CH2:10][CH2:11][CH2:12][CH2:13][CH2:14][CH2:15][CH2:16][O:17][Si:22]([C:25]([CH3:28])([CH3:27])[CH3:26])([CH3:24])[CH3:23], predict the reactants needed to synthesize it. The reactants are: [Br:1][CH2:2][CH2:3][CH2:4][CH2:5][CH2:6][CH2:7][CH2:8][CH2:9][CH2:10][CH2:11][CH2:12][CH2:13][CH2:14][CH2:15][CH2:16][OH:17].CN(C)C.[Si:22](Cl)([C:25]([CH3:28])([CH3:27])[CH3:26])([CH3:24])[CH3:23].CN(C1C=CC=CN=1)C.[Cl-].[NH4+]. (3) Given the product [OH:18][C@@H:15]1[CH2:16][CH2:17][C@H:12]([NH:11][CH2:20][CH2:21][C:22]2([C:35]([O:37][CH2:38][CH3:39])=[O:36])[CH2:27][CH2:26][CH2:25][N:24]([C:28]([O:30][C:31]([CH3:33])([CH3:34])[CH3:32])=[O:29])[CH2:23]2)[CH2:13][CH2:14]1, predict the reactants needed to synthesize it. The reactants are: CCN(C(C)C)C(C)C.Cl.[NH2:11][C@@H:12]1[CH2:17][CH2:16][C@H:15]([OH:18])[CH2:14][CH2:13]1.O=[CH:20][CH2:21][C:22]1([C:35]([O:37][CH2:38][CH3:39])=[O:36])[CH2:27][CH2:26][CH2:25][N:24]([C:28]([O:30][C:31]([CH3:34])([CH3:33])[CH3:32])=[O:29])[CH2:23]1.C(O[BH-](OC(=O)C)OC(=O)C)(=O)C.[Na+]. (4) Given the product [Cl:16][C:17]1([Cl:24])[CH2:19][C:18]1([CH3:23])[C:20]([N:9]1[CH2:8][CH2:7][C:6]2([C:4](=[O:5])[N:35]([C:32]3[CH:33]=[CH:34][C:29]([O:28][CH2:27][C:26]([F:25])([F:36])[F:37])=[CH:30][CH:31]=3)[CH2:13][CH2:12]2)[CH2:11][CH2:10]1)=[O:21], predict the reactants needed to synthesize it. The reactants are: C(O[C:4]([C:6]1([CH2:12][CH2:13]OC)[CH2:11][CH2:10][NH:9][CH2:8][CH2:7]1)=[O:5])C.[Cl:16][C:17]1([Cl:24])[CH2:19][C:18]1([CH3:23])[C:20](O)=[O:21].[F:25][C:26]([F:37])([F:36])[CH2:27][O:28][C:29]1[CH:34]=[CH:33][C:32]([NH2:35])=[CH:31][CH:30]=1. (5) Given the product [ClH:40].[CH2:1]([C:5]1[N:10]=[C:9]([CH3:11])[N:8]([CH2:12][C:13]2[CH:17]=[C:16]([CH3:18])[N:15]([CH3:19])[N:14]=2)[C:7](=[O:20])[C:6]=1[CH2:21][C:22]1[CH:27]=[CH:26][C:25]([C:28]2[CH:33]=[CH:32][CH:31]=[CH:30][C:29]=2[C:34]2[NH:38][C:37](=[O:39])[O:36][N:35]=2)=[CH:24][CH:23]=1)[CH2:2][CH2:3][CH3:4], predict the reactants needed to synthesize it. The reactants are: [CH2:1]([C:5]1[N:10]=[C:9]([CH3:11])[N:8]([CH2:12][C:13]2[CH:17]=[C:16]([CH3:18])[N:15]([CH3:19])[N:14]=2)[C:7](=[O:20])[C:6]=1[CH2:21][C:22]1[CH:27]=[CH:26][C:25]([C:28]2[CH:33]=[CH:32][CH:31]=[CH:30][C:29]=2[C:34]2[NH:38][C:37](=[O:39])[O:36][N:35]=2)=[CH:24][CH:23]=1)[CH2:2][CH2:3][CH3:4].[ClH:40].C(OCC)(=O)C. (6) Given the product [OH:70][CH2:69][C:68]1[CH:67]=[C:66]([NH:65][C:28]([CH:9]2[CH:8]([C:4]3[CH:5]=[CH:6][CH:7]=[C:2]([Cl:1])[C:3]=3[F:31])[C:12]([C:15]3[CH:20]=[CH:19][C:18]([Cl:21])=[CH:17][C:16]=3[F:22])([C:13]#[N:14])[CH:11]([CH2:23][C:24]([CH3:26])([CH3:25])[CH3:27])[NH:10]2)=[O:30])[CH:73]=[CH:72][CH:71]=1, predict the reactants needed to synthesize it. The reactants are: [Cl:1][C:2]1[C:3]([F:31])=[C:4]([CH:8]2[C:12]([C:15]3[CH:20]=[CH:19][C:18]([Cl:21])=[CH:17][C:16]=3[F:22])([C:13]#[N:14])[CH:11]([CH2:23][C:24]([CH3:27])([CH3:26])[CH3:25])[NH:10][CH:9]2[C:28]([OH:30])=O)[CH:5]=[CH:6][CH:7]=1.CN(C(ON1N=NC2C=CC=NC1=2)=[N+](C)C)C.F[P-](F)(F)(F)(F)F.CCN(C(C)C)C(C)C.[NH2:65][C:66]1[CH:67]=[C:68]([CH:71]=[CH:72][CH:73]=1)[CH2:69][OH:70]. (7) Given the product [CH3:14][O:13][C:10]1[CH:11]=[C:12]2[C:7](=[CH:8][C:9]=1[O:15][CH2:16][CH:17]1[CH2:22][CH2:21][CH2:20][N:19]([CH3:23])[CH2:18]1)[N:6]=[CH:5][N:4]=[C:3]2[NH:24][C:25]1[CH:26]=[C:27]([NH:32][C:33]([C:35]2[CH:40]=[CH:39][N:38]=[C:37]([N:41]3[CH2:46][CH2:45][O:44][CH2:43][CH2:42]3)[CH:36]=2)=[O:34])[CH:28]=[CH:29][C:30]=1[CH3:31], predict the reactants needed to synthesize it. The reactants are: Cl.Cl[C:3]1[C:12]2[C:7](=[CH:8][C:9]([O:15][CH2:16][CH:17]3[CH2:22][CH2:21][CH2:20][N:19]([CH3:23])[CH2:18]3)=[C:10]([O:13][CH3:14])[CH:11]=2)[N:6]=[CH:5][N:4]=1.[NH2:24][C:25]1[CH:26]=[C:27]([NH:32][C:33]([C:35]2[CH:40]=[CH:39][N:38]=[C:37]([N:41]3[CH2:46][CH2:45][O:44][CH2:43][CH2:42]3)[CH:36]=2)=[O:34])[CH:28]=[CH:29][C:30]=1[CH3:31].